Predict the reaction yield, written as a fraction of the theoretical maximum amount of product (1.0 means a 100% yield; for example, 0.34 means a 34% yield). From a dataset of Reaction yield outcomes from USPTO patents with 853,638 reactions. (1) The reactants are [CH3:1][O:2][C:3](=[O:6])[CH2:4][NH2:5].[OH:7][C:8]1[CH:15]=[CH:14][C:11]([CH:12]=O)=[CH:10][CH:9]=1. No catalyst specified. The product is [OH:7][C:8]1[CH:15]=[CH:14][C:11]([CH2:12][NH:5][CH2:4][C:3]([O:2][CH3:1])=[O:6])=[CH:10][CH:9]=1. The yield is 0.400. (2) The reactants are Br[C:2]1[CH:3]=[C:4]2[C:10](I)=[CH:9][N:8](S(C3C=CC(C)=CC=3)(=O)=O)[C:5]2=[N:6][CH:7]=1.[CH2:22]([C:24]1[CH:29]=[CH:28][CH:27]=[CH:26][C:25]=1B(O)O)[CH3:23].C(=O)([O-])[O-].[Na+].[Na+].[N:39]1[CH:44]=[CH:43][CH:42]=[C:41](B2OC(C)(C)C(C)(C)O2)[CH:40]=1. The catalyst is O.CN(C=O)C.Cl[Pd-2](Cl)(P(C1C=CC=CC=1)(C1C=CC=CC=1)C1C=CC=CC=1)P(C1C=CC=CC=1)(C1C=CC=CC=1)C1C=CC=CC=1.C(#N)C. The product is [CH2:22]([C:24]1[CH:29]=[CH:28][CH:27]=[CH:26][C:25]=1[C:10]1[C:4]2[C:5](=[N:6][CH:7]=[C:2]([C:41]3[CH:40]=[N:39][CH:44]=[CH:43][CH:42]=3)[CH:3]=2)[NH:8][CH:9]=1)[CH3:23]. The yield is 0.610. (3) The yield is 0.860. The reactants are [C:1]([C:5]1[CH:6]=[C:7]([NH2:11])[N:8]([CH3:10])[N:9]=1)([CH3:4])([CH3:3])[CH3:2].[OH-].[Na+].Cl[C:15]([O:17][CH2:18][C:19]([Cl:22])([Cl:21])[Cl:20])=[O:16]. The product is [Cl:20][C:19]([Cl:22])([Cl:21])[CH2:18][O:17][C:15](=[O:16])[NH:11][C:7]1[N:8]([CH3:10])[N:9]=[C:5]([C:1]([CH3:4])([CH3:2])[CH3:3])[CH:6]=1. The catalyst is CCOC(C)=O. (4) The reactants are [CH2:1]([O:3][C:4]([CH:6]1[CH2:13][CH:12]2[N:14]([S:15]([C:18]3[CH:23]=[CH:22][C:21]([Cl:24])=[CH:20][CH:19]=3)(=[O:17])=[O:16])[CH:8]([CH2:9][C:10](=[O:25])[CH2:11]2)[CH2:7]1)=[O:5])[CH3:2].[CH:26](OCC)=[O:27].[O-]CC.[Na+]. The catalyst is C1COCC1.C(O)C. The product is [CH2:1]([O:3][C:4]([CH:6]1[CH2:7][CH:8]2[N:14]([S:15]([C:18]3[CH:23]=[CH:22][C:21]([Cl:24])=[CH:20][CH:19]=3)(=[O:17])=[O:16])[CH:12]([CH2:11][C:10](=[O:25])[C:9]2=[CH:26][OH:27])[CH2:13]1)=[O:5])[CH3:2]. The yield is 0.940. (5) The reactants are [CH3:1][O:2][C:3]([C:5]1[N:6]=[C:7]([NH:10][C:11](=[O:42])[C@@H:12]([NH:20][C:21](=[O:41])[CH:22]([NH:33][C:34]([O:36]C(C)(C)C)=O)[C:23]2[CH:32]=[CH:31][C:26]3[N:27]([CH3:30])[CH:28]=[N:29][C:25]=3[CH:24]=2)[CH2:13][C:14]2[CH:19]=[CH:18][CH:17]=[CH:16][CH:15]=2)[S:8][CH:9]=1)=[O:4].ClCCl.C(=O)(O)[O-].[Na+].C(=O)=O.C(N(C(C)C)CC)(C)C.O=C(Cl)OC(Cl)(Cl)Cl. The catalyst is FC(F)(F)C(O)=O.O1CCCC1. The product is [CH3:1][O:2][C:3]([C:5]1[N:6]=[C:7]([NH:10][C:11](=[O:42])[C@@H:12]([N:20]2[C:21](=[O:41])[CH:22]([C:23]3[CH:32]=[CH:31][C:26]4[N:27]([CH3:30])[CH:28]=[N:29][C:25]=4[CH:24]=3)[NH:33][C:34]2=[O:36])[CH2:13][C:14]2[CH:15]=[CH:16][CH:17]=[CH:18][CH:19]=2)[S:8][CH:9]=1)=[O:4]. The yield is 0.600.